From a dataset of Peptide-MHC class II binding affinity with 134,281 pairs from IEDB. Regression. Given a peptide amino acid sequence and an MHC pseudo amino acid sequence, predict their binding affinity value. This is MHC class II binding data. (1) The peptide sequence is EIPSFRWTQSLRRGL. The MHC is DRB1_0101 with pseudo-sequence DRB1_0101. The binding affinity (normalized) is 0.809. (2) The peptide sequence is YEAFVLHFSEALHII. The MHC is HLA-DQA10501-DQB10301 with pseudo-sequence HLA-DQA10501-DQB10301. The binding affinity (normalized) is 0.734. (3) The peptide sequence is QRAAEPWRDDQRSRS. The MHC is HLA-DPA10301-DPB10402 with pseudo-sequence HLA-DPA10301-DPB10402. The binding affinity (normalized) is 0.109. (4) The peptide sequence is KEDFLGSLVKEIPPRLLYAK. The MHC is HLA-DQA10501-DQB10201 with pseudo-sequence HLA-DQA10501-DQB10201. The binding affinity (normalized) is 0.597. (5) The peptide sequence is KRVPMALQHFGWEVM. The MHC is HLA-DQA10501-DQB10402 with pseudo-sequence HLA-DQA10501-DQB10402. The binding affinity (normalized) is 0.436. (6) The peptide sequence is RDGGQLRIPSLLHGG. The MHC is DRB3_0202 with pseudo-sequence DRB3_0202. The binding affinity (normalized) is 0. (7) The peptide sequence is GYTPATPAAPAGAEP. The MHC is DRB4_0101 with pseudo-sequence DRB4_0103. The binding affinity (normalized) is 0.0142. (8) The peptide sequence is NPRLCTKEEFIAKVR. The MHC is HLA-DQA10501-DQB10302 with pseudo-sequence HLA-DQA10501-DQB10302. The binding affinity (normalized) is 0.